From a dataset of Forward reaction prediction with 1.9M reactions from USPTO patents (1976-2016). Predict the product of the given reaction. (1) Given the reactants [CH:1]1([CH2:4][OH:5])[CH2:3][CH2:2]1.[H-].[Na+].[Cl:8][C:9]1[N:14]=[C:13]([C:15]2[CH:20]=[CH:19][C:18]([Cl:21])=[CH:17][CH:16]=2)[C:12](F)=[CH:11][N:10]=1, predict the reaction product. The product is: [Cl:8][C:9]1[N:14]=[C:13]([C:15]2[CH:20]=[CH:19][C:18]([Cl:21])=[CH:17][CH:16]=2)[C:12]([O:5][CH2:4][CH:1]2[CH2:3][CH2:2]2)=[CH:11][N:10]=1. (2) Given the reactants [CH3:1][O:2][C:3]1[CH:10]=[CH:9][C:6]([CH2:7][NH2:8])=[CH:5][CH:4]=1.[C:11]([O:20][CH3:21])(=[O:19])[C:12]([CH2:14][C:15](OC)=[O:16])=[CH2:13].O, predict the reaction product. The product is: [CH3:1][O:2][C:3]1[CH:10]=[CH:9][C:6]([CH2:7][N:8]2[C:15](=[O:16])[CH2:14][CH:12]([C:11]([O:20][CH3:21])=[O:19])[CH2:13]2)=[CH:5][CH:4]=1. (3) The product is: [Cl:17][C:18]1[C:19]([CH2:26][NH:1][C:2]2[CH:3]=[CH:4][C:5]([F:16])=[C:6]([C@:8]3([CH3:15])[CH2:13][CH2:12][O:11][C:10]([NH2:14])=[N:9]3)[CH:7]=2)=[N:20][N:21]([CH:23]([F:25])[F:24])[CH:22]=1. Given the reactants [NH2:1][C:2]1[CH:3]=[CH:4][C:5]([F:16])=[C:6]([C@:8]2([CH3:15])[CH2:13][CH2:12][O:11][C:10]([NH2:14])=[N:9]2)[CH:7]=1.[Cl:17][C:18]1[C:19]([CH:26]=O)=[N:20][N:21]([CH:23]([F:25])[F:24])[CH:22]=1.[B][B][B][B][B][B][B][B][B][B], predict the reaction product. (4) Given the reactants F[C:2]1[CH:7]=[C:6]([N+:8]([O-:10])=[O:9])[CH:5]=[CH:4][C:3]=1[N:11]1[CH2:16][C@@H:15]([CH3:17])[N:14]([CH3:18])[CH2:13][C@@H:12]1[CH3:19].C[C@H]1CN[C@H](C)CN1C1C=CC([N+]([O-])=O)=CC=1, predict the reaction product. The product is: [CH3:18][N:14]1[CH2:13][C@@H:12]([CH3:19])[N:11]([C:3]2[CH:2]=[CH:7][C:6]([N+:8]([O-:10])=[O:9])=[CH:5][CH:4]=2)[CH2:16][C@@H:15]1[CH3:17].